From a dataset of Forward reaction prediction with 1.9M reactions from USPTO patents (1976-2016). Predict the product of the given reaction. (1) Given the reactants F[C@@H:2]1[CH2:6][N:5]([C:7](OC(C)(C)C)=O)[C@H:4]([C:14](=[O:24])[NH:15][C@@H:16]2[C@@H:23]3[C@@H:19]([CH2:20][NH:21][CH2:22]3)[CH2:18][CH2:17]2)[CH2:3]1.Cl[C:26]1[CH:31]=[CH:30][N:29]=[C:28]([C:32]([F:35])([F:34])[F:33])[N:27]=1.Br[C:37]1C=C(C(F)(F)F)C=CN=1, predict the reaction product. The product is: [CH3:7][NH:5][C@H:4]([C:14]([NH:15][C@@H:16]1[C@@H:23]2[C@@H:19]([CH2:20][N:21]([C:26]3[CH:31]=[CH:30][N:29]=[C:28]([C:32]([F:35])([F:34])[F:33])[N:27]=3)[CH2:22]2)[CH2:18][CH2:17]1)=[O:24])[CH2:3][CH:2]([CH3:6])[CH3:37]. (2) Given the reactants [H-].[Na+].[N:3]1[C:12]2[C:7](=[CH:8][CH:9]=[CH:10][CH:11]=2)[CH:6]=[CH:5][C:4]=1[CH2:13][C:14]([O:16]CC)=O.Cl[C:20]1[CH:25]=[CH:24][C:23]([C:26](=[O:28])[CH3:27])=[CH:22][C:21]=1[N+:29]([O-])=[O:30].Cl, predict the reaction product. The product is: [C:26]([C:23]1[CH:22]=[C:21]2[C:20]([C:13](=[C:4]3[CH:5]=[CH:6][C:7]4[C:12](=[CH:11][CH:10]=[CH:9][CH:8]=4)[NH:3]3)[C:14](=[O:16])[N:29]2[OH:30])=[CH:25][CH:24]=1)(=[O:28])[CH3:27]. (3) Given the reactants O.[OH-].[Li+].[CH:4]1([C@H:10]([NH:15][C:16]([C:18]2[C:27]([NH:28][C:29]([NH:31][C:32]3[C:37]([CH3:38])=[CH:36][C:35]([CH2:39][CH3:40])=[CH:34][C:33]=3[CH3:41])=[O:30])=[CH:26][C:25]3[C:20](=[CH:21][CH:22]=[CH:23][CH:24]=3)[CH:19]=2)=[O:17])[C:11]([O:13]C)=[O:12])[CH2:9][CH2:8][CH2:7][CH2:6][CH2:5]1.CO.Cl, predict the reaction product. The product is: [CH:4]1([C@H:10]([NH:15][C:16]([C:18]2[C:27]([NH:28][C:29]([NH:31][C:32]3[C:37]([CH3:38])=[CH:36][C:35]([CH2:39][CH3:40])=[CH:34][C:33]=3[CH3:41])=[O:30])=[CH:26][C:25]3[C:20](=[CH:21][CH:22]=[CH:23][CH:24]=3)[CH:19]=2)=[O:17])[C:11]([OH:13])=[O:12])[CH2:5][CH2:6][CH2:7][CH2:8][CH2:9]1. (4) Given the reactants [CH3:1][O:2][C:3]1[CH:4]=[C:5]2[C:10](=[CH:11][CH:12]=1)[C@@H:9]([CH2:13][CH2:14][O:15][Si](C(C)(C)C)(C)C)[NH:8][CH2:7][CH2:6]2.[F:23][C:24]([F:29])([F:28])[C:25]([NH2:27])=[O:26].F.O.C(=O)([O-])O.[Na+], predict the reaction product. The product is: [CH3:1][O:2][C:3]1[CH:4]=[C:5]2[C:10](=[CH:11][CH:12]=1)[C@@H:9]([CH2:13][CH2:14][OH:15])[NH:8][CH2:7][CH2:6]2.[F:23][C:24]([F:29])([F:28])[C:25]([NH2:27])=[O:26]. (5) Given the reactants C[C:2]1[CH:7]=[CH:6][CH:5]=C[N:3]=1.ON1C(=O)C2=CC=CC=C2C1=O.O=O.[C:22]([OH:25])(=[O:24])[CH3:23], predict the reaction product. The product is: [N:3]1[CH:2]=[CH:7][CH:6]=[CH:5][C:23]=1[C:22]([OH:25])=[O:24]. (6) Given the reactants [Br:1][C:2]1[CH:3]=[CH:4][C:5](I)=[C:6]([CH3:8])[CH:7]=1.[CH2:10]([O:17][C@@H:18]1[C@@H:23]([O:24][CH2:25][C:26]2[CH:31]=[CH:30][CH:29]=[CH:28][CH:27]=2)[C@H:22]([O:32][CH2:33][C:34]2[CH:39]=[CH:38][CH:37]=[CH:36][CH:35]=2)[C@H:21]([CH2:40][O:41][CH2:42][C:43]2[CH:48]=[CH:47][CH:46]=[CH:45][CH:44]=2)[O:20][C@@H:19]1[CH:49]=[O:50])[C:11]1[CH:16]=[CH:15][CH:14]=[CH:13][CH:12]=1.Cl, predict the reaction product. The product is: [Br:1][C:2]1[CH:3]=[CH:4][C:5]([CH:49]([C@@H:19]2[C@H:18]([O:17][CH2:10][C:11]3[CH:12]=[CH:13][CH:14]=[CH:15][CH:16]=3)[C@@H:23]([O:24][CH2:25][C:26]3[CH:31]=[CH:30][CH:29]=[CH:28][CH:27]=3)[C@H:22]([O:32][CH2:33][C:34]3[CH:35]=[CH:36][CH:37]=[CH:38][CH:39]=3)[C@H:21]([CH2:40][O:41][CH2:42][C:43]3[CH:48]=[CH:47][CH:46]=[CH:45][CH:44]=3)[O:20]2)[OH:50])=[C:6]([CH3:8])[CH:7]=1.